Dataset: Full USPTO retrosynthesis dataset with 1.9M reactions from patents (1976-2016). Task: Predict the reactants needed to synthesize the given product. (1) Given the product [CH3:1][O:2][C:3](=[O:33])[CH2:4][C:5]1[CH:10]=[CH:9][CH:8]=[C:7]([O:11][C:12]2[CH:17]=[CH:16][C:15]([C:18]([F:21])([F:19])[F:20])=[CH:14][C:13]=2[CH2:22][N:23]([CH:24]2[CH2:32][C:31]3[C:26](=[CH:27][CH:28]=[CH:29][CH:30]=3)[CH2:25]2)[C:35]([O:37][CH3:38])=[O:36])[CH:6]=1, predict the reactants needed to synthesize it. The reactants are: [CH3:1][O:2][C:3](=[O:33])[CH2:4][C:5]1[CH:10]=[CH:9][CH:8]=[C:7]([O:11][C:12]2[CH:17]=[CH:16][C:15]([C:18]([F:21])([F:20])[F:19])=[CH:14][C:13]=2[CH2:22][NH:23][CH:24]2[CH2:32][C:31]3[C:26](=[CH:27][CH:28]=[CH:29][CH:30]=3)[CH2:25]2)[CH:6]=1.Cl[C:35]([O:37][CH3:38])=[O:36]. (2) The reactants are: [NH2:1][C:2]1[N:6]([CH:7]2[CH2:11][CH2:10][CH2:9][CH2:8]2)[N:5]=[C:4]([CH2:12][CH3:13])[C:3]=1[C:14]([OH:16])=O.N1C=CC=N1.O=S(Cl)Cl.Cl.[NH2:27][CH2:28][C:29]([C:31]1[CH:36]=[CH:35][CH:34]=[CH:33][CH:32]=1)=O.C(N(CC)CC)C. Given the product [CH:7]1([N:6]2[C:2]3[N:1]=[C:29]([C:31]4[CH:36]=[CH:35][CH:34]=[CH:33][CH:32]=4)[CH2:28][NH:27][C:14](=[O:16])[C:3]=3[C:4]([CH2:12][CH3:13])=[N:5]2)[CH2:8][CH2:9][CH2:10][CH2:11]1, predict the reactants needed to synthesize it. (3) Given the product [C:1]([O:5][C:6]([C:7]1[CH:8]=[C:9]([C:13]2[C:18]([CH3:19])=[CH:17][CH:16]=[CH:15][N+:14]=2[O-:23])[CH:10]=[CH:11][CH:12]=1)=[O:20])([CH3:4])([CH3:3])[CH3:2], predict the reactants needed to synthesize it. The reactants are: [C:1]([O:5][C:6](=[O:20])[C:7]1[CH:12]=[CH:11][CH:10]=[C:9]([C:13]2[C:18]([CH3:19])=[CH:17][CH:16]=[CH:15][N:14]=2)[CH:8]=1)([CH3:4])([CH3:3])[CH3:2].NC(N)=[O:23].OO.C1(=O)OC(=O)C2=CC=CC=C12.[O-]S([O-])=O.[Na+].[Na+].C([O-])([O-])=O.[Na+].[Na+]. (4) Given the product [NH2:2][CH2:3][C:4]1[CH:18]=[CH:17][C:7]([O:8][CH2:9][C:10]([O:12][C:13]([CH3:14])([CH3:16])[CH3:15])=[O:11])=[CH:6][CH:5]=1, predict the reactants needed to synthesize it. The reactants are: O[N:2]=[CH:3][C:4]1[CH:18]=[CH:17][C:7]([O:8][CH2:9][C:10]([O:12][C:13]([CH3:16])([CH3:15])[CH3:14])=[O:11])=[CH:6][CH:5]=1. (5) The reactants are: [CH2:1]([N:8]1[CH2:13][CH2:12][C:11]([C:15]2[CH:20]=[CH:19][C:18]([CH2:21][CH2:22][CH2:23][CH3:24])=[CH:17][CH:16]=2)(O)[CH2:10][CH2:9]1)[C:2]1[CH:7]=[CH:6][CH:5]=[CH:4][CH:3]=1.C(O)(C(F)(F)F)=O. Given the product [CH2:1]([N:8]1[CH2:9][CH:10]=[C:11]([C:15]2[CH:16]=[CH:17][C:18]([CH2:21][CH2:22][CH2:23][CH3:24])=[CH:19][CH:20]=2)[CH2:12][CH2:13]1)[C:2]1[CH:3]=[CH:4][CH:5]=[CH:6][CH:7]=1, predict the reactants needed to synthesize it.